Dataset: Catalyst prediction with 721,799 reactions and 888 catalyst types from USPTO. Task: Predict which catalyst facilitates the given reaction. (1) Reactant: C([NH:5][C:6]1[S:7][CH2:8][C:9]2([C:19]3[C:14](=[CH:15][CH:16]=[C:17]([C:20]4[CH:21]=[C:22]([CH:25]=[CH:26][CH:27]=4)[C:23]#[N:24])[CH:18]=3)[O:13][CH:12]([C:28]3[CH:33]=[CH:32][CH:31]=[CH:30][CH:29]=3)[CH2:11]2)[N:10]=1)(C)(C)C.[OH-:34].[Na+]. Product: [NH2:5][C:6]1[S:7][CH2:8][C:9]2([C:19]3[C:14](=[CH:15][CH:16]=[C:17]([C:20]4[CH:21]=[C:22]([CH:25]=[CH:26][CH:27]=4)[C:23]([NH2:24])=[O:34])[CH:18]=3)[O:13][CH:12]([C:28]3[CH:33]=[CH:32][CH:31]=[CH:30][CH:29]=3)[CH2:11]2)[N:10]=1. The catalyst class is: 33. (2) Reactant: [OH-].[Mg+2:2].[OH-].[C:4]([OH:11])(=[O:10])[CH2:5][CH2:6][C:7]([OH:9])=[O:8]. Product: [C:4]([O-:11])(=[O:10])[CH2:5][CH2:6][C:7]([O-:9])=[O:8].[Mg+2:2]. The catalyst class is: 6. (3) Reactant: [NH:1]1[CH2:6][CH2:5][C:4]2([C:14]3[C:9](=[CH:10][CH:11]=[CH:12][CH:13]=3)[CH2:8][CH2:7]2)[CH2:3][CH2:2]1.C([O-])([O-])=O.[Cs+].[Cs+].[CH2:21]([O:23][C:24](=[O:46])[CH2:25][CH:26]([C:30]1[CH:35]=[CH:34][C:33]([O:36][CH2:37][C:38]2[CH:43]=[CH:42][C:41]([CH2:44]Br)=[CH:40][CH:39]=2)=[CH:32][CH:31]=1)[C:27]#[C:28][CH3:29])[CH3:22]. Product: [N:1]1([CH2:44][C:41]2[CH:40]=[CH:39][C:38]([CH2:37][O:36][C:33]3[CH:34]=[CH:35][C:30]([C@@H:26]([C:27]#[C:28][CH3:29])[CH2:25][C:24]([O:23][CH2:21][CH3:22])=[O:46])=[CH:31][CH:32]=3)=[CH:43][CH:42]=2)[CH2:6][CH2:5][C:4]2([C:14]3[C:9](=[CH:10][CH:11]=[CH:12][CH:13]=3)[CH2:8][CH2:7]2)[CH2:3][CH2:2]1. The catalyst class is: 10. (4) Reactant: [C:1](#[N:5])[CH2:2][C:3]#[N:4].[F:6][C:7]([F:17])([F:16])[S:8](N1C=CN=C1)(=[O:10])=[O:9].[Cl-].[CH2:19]([NH+:21]1[CH:25]=[CH:24][N:23]([CH3:26])[CH2:22]1)[CH3:20].O. Product: [CH2:19]([NH+:21]1[CH:25]=[CH:24][N:23]([CH3:26])[CH2:22]1)[CH3:20].[F:6][C:7]([F:17])([F:16])[S:8]([CH:2]([C:1]#[N:5])[C:3]#[N:4])(=[O:10])=[O:9]. The catalyst class is: 1. (5) Reactant: [NH2:1][C:2]([CH3:6])([CH3:5])[CH2:3][OH:4].CCN(C(C)C)C(C)C.F[C:17]1[CH:24]=[CH:23][C:20]([C:21]#[N:22])=[C:19]([C:25]([F:28])([F:27])[F:26])[CH:18]=1. Product: [OH:4][CH2:3][C:2]([NH:1][C:17]1[CH:24]=[CH:23][C:20]([C:21]#[N:22])=[C:19]([C:25]([F:26])([F:28])[F:27])[CH:18]=1)([CH3:6])[CH3:5]. The catalyst class is: 197. (6) Reactant: S(Cl)(Cl)=O.[Cl:5][C:6]1[C:7]([Cl:15])=[N:8][CH:9]=[C:10]([CH:14]=1)[C:11]([OH:13])=O.C(N(CC)CC)C.[CH3:23][N:24]([CH3:30])[CH2:25][CH2:26][CH2:27][NH:28][CH3:29]. Product: [Cl:5][C:6]1[C:7]([Cl:15])=[N:8][CH:9]=[C:10]([CH:14]=1)[C:11]([N:28]([CH2:27][CH2:26][CH2:25][N:24]([CH3:30])[CH3:23])[CH3:29])=[O:13]. The catalyst class is: 132. (7) Reactant: [C:1]1([CH:7]2[CH2:12][CH2:11][C:10](=O)[CH2:9][CH2:8]2)[CH:6]=[CH:5][CH:4]=[CH:3][CH:2]=1.[Cl-].[CH3:15][NH3+:16].[C-:17]#[N:18].[K+]. Product: [CH3:15][NH:16][C:10]1([C:17]#[N:18])[CH2:11][CH2:12][CH:7]([C:1]2[CH:6]=[CH:5][CH:4]=[CH:3][CH:2]=2)[CH2:8][CH2:9]1. The catalyst class is: 40.